This data is from NCI-60 drug combinations with 297,098 pairs across 59 cell lines. The task is: Regression. Given two drug SMILES strings and cell line genomic features, predict the synergy score measuring deviation from expected non-interaction effect. (1) Drug 1: CC1=C(C(CCC1)(C)C)C=CC(=CC=CC(=CC(=O)O)C)C. Drug 2: CCC1(C2=C(COC1=O)C(=O)N3CC4=CC5=C(C=CC(=C5CN(C)C)O)N=C4C3=C2)O.Cl. Cell line: EKVX. Synergy scores: CSS=13.4, Synergy_ZIP=-3.12, Synergy_Bliss=-1.86, Synergy_Loewe=0.505, Synergy_HSA=0.814. (2) Drug 1: CC1=C2C(C(=O)C3(C(CC4C(C3C(C(C2(C)C)(CC1OC(=O)C(C(C5=CC=CC=C5)NC(=O)C6=CC=CC=C6)O)O)OC(=O)C7=CC=CC=C7)(CO4)OC(=O)C)O)C)OC(=O)C. Drug 2: CC1=C(C(=CC=C1)Cl)NC(=O)C2=CN=C(S2)NC3=CC(=NC(=N3)C)N4CCN(CC4)CCO. Cell line: SR. Synergy scores: CSS=3.78, Synergy_ZIP=1.32, Synergy_Bliss=-5.62, Synergy_Loewe=-6.18, Synergy_HSA=-9.39. (3) Drug 1: C1=C(C(=O)NC(=O)N1)N(CCCl)CCCl. Drug 2: C1C(C(OC1N2C=C(C(=O)NC2=O)F)CO)O. Cell line: ACHN. Synergy scores: CSS=62.9, Synergy_ZIP=-10.6, Synergy_Bliss=-13.7, Synergy_Loewe=-9.07, Synergy_HSA=-7.14. (4) Drug 1: CCCS(=O)(=O)NC1=C(C(=C(C=C1)F)C(=O)C2=CNC3=C2C=C(C=N3)C4=CC=C(C=C4)Cl)F. Drug 2: CC=C1C(=O)NC(C(=O)OC2CC(=O)NC(C(=O)NC(CSSCCC=C2)C(=O)N1)C(C)C)C(C)C. Cell line: SF-268. Synergy scores: CSS=62.1, Synergy_ZIP=0.0933, Synergy_Bliss=-4.55, Synergy_Loewe=-72.1, Synergy_HSA=-6.45.